Dataset: NCI-60 drug combinations with 297,098 pairs across 59 cell lines. Task: Regression. Given two drug SMILES strings and cell line genomic features, predict the synergy score measuring deviation from expected non-interaction effect. (1) Drug 1: C1=C(C(=O)NC(=O)N1)N(CCCl)CCCl. Drug 2: CC1=C(C=C(C=C1)NC(=O)C2=CC=C(C=C2)CN3CCN(CC3)C)NC4=NC=CC(=N4)C5=CN=CC=C5. Cell line: LOX IMVI. Synergy scores: CSS=37.2, Synergy_ZIP=-1.07, Synergy_Bliss=2.73, Synergy_Loewe=-1.23, Synergy_HSA=1.51. (2) Drug 1: CCCS(=O)(=O)NC1=C(C(=C(C=C1)F)C(=O)C2=CNC3=C2C=C(C=N3)C4=CC=C(C=C4)Cl)F. Drug 2: C(CC(=O)O)C(=O)CN.Cl. Cell line: UACC62. Synergy scores: CSS=48.3, Synergy_ZIP=7.59, Synergy_Bliss=4.91, Synergy_Loewe=-12.4, Synergy_HSA=6.47. (3) Drug 1: CC1=C(C=C(C=C1)NC2=NC=CC(=N2)N(C)C3=CC4=NN(C(=C4C=C3)C)C)S(=O)(=O)N.Cl. Drug 2: CC1=C(N=C(N=C1N)C(CC(=O)N)NCC(C(=O)N)N)C(=O)NC(C(C2=CN=CN2)OC3C(C(C(C(O3)CO)O)O)OC4C(C(C(C(O4)CO)O)OC(=O)N)O)C(=O)NC(C)C(C(C)C(=O)NC(C(C)O)C(=O)NCCC5=NC(=CS5)C6=NC(=CS6)C(=O)NCCC[S+](C)C)O. Cell line: SF-295. Synergy scores: CSS=3.95, Synergy_ZIP=-9.03, Synergy_Bliss=-15.7, Synergy_Loewe=-53.1, Synergy_HSA=-13.8. (4) Drug 1: CN(C)C1=NC(=NC(=N1)N(C)C)N(C)C. Drug 2: CC1CCCC2(C(O2)CC(NC(=O)CC(C(C(=O)C(C1O)C)(C)C)O)C(=CC3=CSC(=N3)C)C)C. Cell line: M14. Synergy scores: CSS=-2.91, Synergy_ZIP=2.82, Synergy_Bliss=2.68, Synergy_Loewe=-3.27, Synergy_HSA=-1.31. (5) Drug 1: C1=NC2=C(N=C(N=C2N1C3C(C(C(O3)CO)O)O)F)N. Drug 2: CCN(CC)CCCC(C)NC1=C2C=C(C=CC2=NC3=C1C=CC(=C3)Cl)OC. Cell line: OVCAR-5. Synergy scores: CSS=17.8, Synergy_ZIP=-5.64, Synergy_Bliss=-4.24, Synergy_Loewe=-4.71, Synergy_HSA=-4.64. (6) Drug 1: C1=CC(=C2C(=C1NCCNCCO)C(=O)C3=C(C=CC(=C3C2=O)O)O)NCCNCCO. Drug 2: C1C(C(OC1N2C=C(C(=O)NC2=O)F)CO)O. Cell line: RPMI-8226. Synergy scores: CSS=60.8, Synergy_ZIP=-8.01, Synergy_Bliss=-8.84, Synergy_Loewe=-1.27, Synergy_HSA=1.20. (7) Drug 1: CCC1=C2CN3C(=CC4=C(C3=O)COC(=O)C4(CC)O)C2=NC5=C1C=C(C=C5)O. Drug 2: C1CC(=O)NC(=O)C1N2C(=O)C3=CC=CC=C3C2=O. Cell line: OVCAR-4. Synergy scores: CSS=3.21, Synergy_ZIP=4.18, Synergy_Bliss=0.691, Synergy_Loewe=-1.70, Synergy_HSA=1.12. (8) Drug 1: CC1=C2C(C(=O)C3(C(CC4C(C3C(C(C2(C)C)(CC1OC(=O)C(C(C5=CC=CC=C5)NC(=O)OC(C)(C)C)O)O)OC(=O)C6=CC=CC=C6)(CO4)OC(=O)C)OC)C)OC. Drug 2: C1CN1P(=S)(N2CC2)N3CC3. Cell line: CAKI-1. Synergy scores: CSS=45.9, Synergy_ZIP=0.0854, Synergy_Bliss=1.27, Synergy_Loewe=-7.38, Synergy_HSA=5.80. (9) Drug 1: CC=C1C(=O)NC(C(=O)OC2CC(=O)NC(C(=O)NC(CSSCCC=C2)C(=O)N1)C(C)C)C(C)C. Drug 2: CCN(CC)CCNC(=O)C1=C(NC(=C1C)C=C2C3=C(C=CC(=C3)F)NC2=O)C. Cell line: HT29. Synergy scores: CSS=53.5, Synergy_ZIP=2.30, Synergy_Bliss=7.14, Synergy_Loewe=-32.2, Synergy_HSA=2.37. (10) Drug 2: CN(CCCl)CCCl.Cl. Synergy scores: CSS=17.6, Synergy_ZIP=-11.5, Synergy_Bliss=-6.96, Synergy_Loewe=-4.61, Synergy_HSA=-2.16. Cell line: MCF7. Drug 1: C1CN1C2=NC(=NC(=N2)N3CC3)N4CC4.